Predict the product of the given reaction. From a dataset of Forward reaction prediction with 1.9M reactions from USPTO patents (1976-2016). (1) Given the reactants [OH:1][CH2:2][C@H:3]1[CH2:8][CH2:7][CH2:6][C@H:5]([N:9]2[C:17](=[O:18])[C:16]3[C:11](=[CH:12][CH:13]=[CH:14][CH:15]=3)[C:10]2=[O:19])[CH2:4]1.[H-].[Na+].I[CH3:23], predict the reaction product. The product is: [CH3:23][O:1][CH2:2][C@H:3]1[CH2:8][CH2:7][CH2:6][C@H:5]([N:9]2[C:10](=[O:19])[C:11]3[C:16](=[CH:15][CH:14]=[CH:13][CH:12]=3)[C:17]2=[O:18])[CH2:4]1. (2) Given the reactants [Cl-].[CH3:2][O:3][C:4]1[CH:5]=[C:6]([NH3+:18])[CH:7]=[CH:8][C:9]=1[N:10]=[N:11][C:12]1[CH:17]=[CH:16][CH:15]=[CH:14][CH:13]=1.N(OS(=O)(=O)O)=O.[CH2:26]([CH:28]([CH2:46][CH2:47][CH2:48][CH3:49])[CH2:29][N:30]([CH2:38][CH:39]([CH2:44][CH3:45])[CH2:40][CH2:41][CH2:42][CH3:43])[C:31]1[CH:36]=[CH:35][CH:34]=[C:33]([CH3:37])[CH:32]=1)[CH3:27].S(=O)(=O)(O)[NH2:51], predict the reaction product. The product is: [CH2:44]([CH:39]([CH2:40][CH2:41][CH2:42][CH3:43])[CH2:38][N:30]([CH2:29][CH:28]([CH2:26][CH3:27])[CH2:46][CH2:47][CH2:48][CH3:49])[C:31]1[CH:36]=[CH:35][C:34](/[N:51]=[N:18]/[C:6]2[CH:7]=[CH:8][C:9](/[N:10]=[N:11]/[C:12]3[CH:17]=[CH:16][CH:15]=[CH:14][CH:13]=3)=[C:4]([O:3][CH3:2])[CH:5]=2)=[C:33]([CH3:37])[CH:32]=1)[CH3:45]. (3) Given the reactants C(OC([N:8]1[CH2:13][CH2:12][CH:11]([C:14]2[CH:19]=[CH:18][C:17]([NH:20][C:21]([C:23]3[N:24]=[C:25]([C:30]4[CH:35]=[CH:34][CH:33]=[CH:32][CH:31]=4)[O:26][C:27]=3[CH2:28][CH3:29])=[O:22])=[CH:16][CH:15]=2)[CH2:10][CH2:9]1)=O)(C)(C)C.Cl, predict the reaction product. The product is: [NH:8]1[CH2:13][CH2:12][CH:11]([C:14]2[CH:15]=[CH:16][C:17]([NH:20][C:21]([C:23]3[N:24]=[C:25]([C:30]4[CH:31]=[CH:32][CH:33]=[CH:34][CH:35]=4)[O:26][C:27]=3[CH2:28][CH3:29])=[O:22])=[CH:18][CH:19]=2)[CH2:10][CH2:9]1. (4) Given the reactants [C:1]1([CH:7]([C:28]2[CH:33]=[CH:32][CH:31]=[CH:30][CH:29]=2)[N:8]2[C:16]3[C:11](=[CH:12][CH:13]=[CH:14][CH:15]=3)[CH:10]([C:17]3[C:18]([OH:26])=[CH:19][C:20]4[O:24][CH2:23][CH2:22][C:21]=4[CH:25]=3)[C:9]2=[O:27])[CH:6]=[CH:5][CH:4]=[CH:3][CH:2]=1.Br[CH2:35][CH2:36]Br.C(=O)([O-])[O-].[Cs+].[Cs+], predict the reaction product. The product is: [C:28]1([CH:7]([C:1]2[CH:2]=[CH:3][CH:4]=[CH:5][CH:6]=2)[N:8]2[C:16]3[C:11](=[CH:12][CH:13]=[CH:14][CH:15]=3)[C:10]3([C:17]4[C:18](=[CH:19][C:20]5[O:24][CH2:23][CH2:22][C:21]=5[CH:25]=4)[O:26][CH2:36][CH2:35]3)[C:9]2=[O:27])[CH:33]=[CH:32][CH:31]=[CH:30][CH:29]=1. (5) Given the reactants C(OC([N:8]1[CH2:13][CH2:12][C@H:11]([NH:14][C:15]([C:17]2[NH:18][C:19]([CH3:24])=[C:20]([Cl:23])[C:21]=2[Cl:22])=[O:16])[C@H:10]([CH2:25][O:26][CH3:27])[CH2:9]1)=O)(C)(C)C, predict the reaction product. The product is: [ClH:22].[Cl:22][C:21]1[C:20]([Cl:23])=[C:19]([CH3:24])[NH:18][C:17]=1[C:15]([NH:14][C@H:11]1[CH2:12][CH2:13][NH:8][CH2:9][C@H:10]1[CH2:25][O:26][CH3:27])=[O:16]. (6) Given the reactants [C:1](Cl)(=[O:5])[CH2:2][CH2:3][CH3:4].Cl.[NH2:8][C:9]1[CH:10]=[N:11][C:12]2[C:17]([C:18]=1[OH:19])=[CH:16][CH:15]=[C:14]([O:20][CH3:21])[CH:13]=2.C(N(CC)CC)C.ClCCl, predict the reaction product. The product is: [OH:19][C:18]1[C:17]2[C:12](=[CH:13][C:14]([O:20][CH3:21])=[CH:15][CH:16]=2)[N:11]=[CH:10][C:9]=1[NH:8][C:1](=[O:5])[CH2:2][CH2:3][CH3:4]. (7) Given the reactants C(OC([N:8]1[C:16]2[N:11]([C:12](=[O:34])[N:13]=[C:14]([O:17][CH2:18][C:19]3[CH:24]=[CH:23][C:22]([O:25][C:26]4[CH:27]=[N:28][C:29]([F:32])=[CH:30][CH:31]=4)=[C:21]([F:33])[CH:20]=3)[CH:15]=2)[CH2:10][C:9]1([CH3:36])[CH3:35])=O)(C)(C)C.C(O)(C(F)(F)F)=O, predict the reaction product. The product is: [F:33][C:21]1[CH:20]=[C:19]([CH:24]=[CH:23][C:22]=1[O:25][C:26]1[CH:27]=[N:28][C:29]([F:32])=[CH:30][CH:31]=1)[CH2:18][O:17][C:14]1[CH:15]=[C:16]2[NH:8][C:9]([CH3:36])([CH3:35])[CH2:10][N:11]2[C:12](=[O:34])[N:13]=1. (8) Given the reactants [NH:1]1[C:9]2[C:4](=[CH:5][CH:6]=[C:7]([C:10]([O:12][CH3:13])=[O:11])[CH:8]=2)[CH:3]=[CH:2]1.[H-].[Na+].Br[CH2:17][CH2:18][CH2:19][O:20][CH3:21].[NH4+].[Cl-], predict the reaction product. The product is: [CH3:13][O:12][C:10]([C:7]1[CH:8]=[C:9]2[C:4]([CH:3]=[CH:2][N:1]2[CH2:17][CH2:18][CH2:19][O:20][CH3:21])=[CH:5][CH:6]=1)=[O:11].